Dataset: Reaction yield outcomes from USPTO patents with 853,638 reactions. Task: Predict the reaction yield, written as a fraction of the theoretical maximum amount of product (1.0 means a 100% yield; for example, 0.34 means a 34% yield). (1) The reactants are Cl.[NH2:2][C:3]1[N:8]=[CH:7][C:6](/[CH:9]=[CH:10]/[C:11]([OH:13])=O)=[CH:5][C:4]=1[CH2:14][N:15]1[CH2:20][CH2:19][CH2:18][CH2:17][CH2:16]1.Cl.[CH3:22][N:23]1[CH2:29][C:28]2[CH:30]=[C:31](/[CH:34]=[CH:35]/[C:36](O)=O)C=N[C:27]=2[NH:26][C:25](=O)[CH2:24]1.CNCC1N(C)C2C(C=1)=CC=CC=2.CNCC1C=CC2C(=CC=CC=2)C=1CCC. No catalyst specified. The product is [NH2:2][C:3]1[N:8]=[CH:7][C:6](/[CH:9]=[CH:10]/[C:11]([N:26]([CH3:27])[CH2:25][C:24]2[N:23]([CH3:22])[C:29]3[C:35]([CH:36]=2)=[CH:34][CH:31]=[CH:30][CH:28]=3)=[O:13])=[CH:5][C:4]=1[CH2:14][N:15]1[CH2:20][CH2:19][CH2:18][CH2:17][CH2:16]1. The yield is 0.540. (2) The reactants are Br[C:2]1[CH:3]=[CH:4][C:5]2[N:6]([C:15]3[CH:20]=[CH:19][CH:18]=[CH:17][CH:16]=3)[C:7]3[C:12]([C:13]=2[CH:14]=1)=[CH:11][CH:10]=[CH:9][CH:8]=3.C([Li])CCC.[B:26](OC)([O:29]C)[O:27]C.Cl. The catalyst is CCCCCC.O1CCCC1. The product is [C:7]1([N:6]2[C:5]3[CH:13]=[CH:14][C:2]([B:26]([OH:29])[OH:27])=[CH:3][C:4]=3[C:20]3[C:15]2=[CH:16][CH:17]=[CH:18][CH:19]=3)[CH:12]=[CH:11][CH:10]=[CH:9][CH:8]=1. The yield is 0.860. (3) The reactants are [CH2:1]([C:3]1[NH:4][C:5](=[O:27])[C:6]([CH2:12][C:13]2[CH:18]=[CH:17][C:16]([C:19]3[C:20]([C:25]#[N:26])=[CH:21][CH:22]=[CH:23][CH:24]=3)=[CH:15][CH:14]=2)=[C:7]([CH2:9][CH2:10][CH3:11])[N:8]=1)[CH3:2].[CH2:28]([O:30][C:31]1[CH:36]=[CH:35][C:34](B(O)O)=[CH:33][CH:32]=1)[CH3:29].N1C=CC=CC=1.C(N(CC)CC)C. The catalyst is C(OCC)(=O)C.C([O-])(=O)C.[Cu+2].C([O-])(=O)C.ClCCl. The product is [CH2:1]([C:3]1[N:4]([C:34]2[CH:35]=[CH:36][C:31]([O:30][CH2:28][CH3:29])=[CH:32][CH:33]=2)[C:5](=[O:27])[C:6]([CH2:12][C:13]2[CH:18]=[CH:17][C:16]([C:19]3[C:20]([C:25]#[N:26])=[CH:21][CH:22]=[CH:23][CH:24]=3)=[CH:15][CH:14]=2)=[C:7]([CH2:9][CH2:10][CH3:11])[N:8]=1)[CH3:2]. The yield is 1.00. (4) The reactants are C(=O)([O-])[O-].[Na+].[Na+].C(O)(=O)[CH2:8][CH3:9].[C:12](OC=C)(=O)[CH3:13].[O:18]1[CH2:21][C:20]([CH2:24][OH:25])([CH2:22][OH:23])[CH2:19]1. The catalyst is C1(C)C=CC=CC=1. The product is [CH:12]([O:23][CH2:22][C:20]1([CH2:24][O:25][CH:8]=[CH2:9])[CH2:21][O:18][CH2:19]1)=[CH2:13]. The yield is 0.900. (5) The reactants are [NH2:1][C:2]1[NH:6][N:5]=[C:4]([NH:7][C:8]2[CH:9]=[C:10]([CH:15]=[CH:16][CH:17]=2)[C:11]([O:13]C)=[O:12])[N:3]=1.[OH-].[Li+]. The catalyst is CO.C1COCC1.O. The product is [NH2:1][C:2]1[NH:6][N:5]=[C:4]([NH:7][C:8]2[CH:9]=[C:10]([CH:15]=[CH:16][CH:17]=2)[C:11]([OH:13])=[O:12])[N:3]=1. The yield is 0.860. (6) The product is [CH2:15]([C@H:13]1[CH2:12][N:11]([C:17]2[CH:42]=[CH:41][N:40]=[CH:39][C:38]=2[N+:43]([O-:45])=[O:44])[CH2:10][C@@H:9]([NH:8][C:6](=[O:7])[O:5][C:1]([CH3:2])([CH3:3])[CH3:4])[CH2:14]1)[CH3:16]. The yield is 0.910. The reactants are [C:1]([O:5][C:6]([NH:8][C@H:9]1[CH2:14][C:13](=[CH:15][CH3:16])[CH2:12][N:11]([C:17](OCC2C=CC=CC=2)=O)[CH2:10]1)=[O:7])([CH3:4])([CH3:3])[CH3:2].CCN(C(C)C)C(C)C.ClC1[CH:42]=[CH:41][N:40]=[CH:39][C:38]=1[N+:43]([O-:45])=[O:44]. The catalyst is C(O)C.CCOC(C)=O.[Pd]. (7) The reactants are Br[C:2]1[CH:3]=[C:4]([C:7]([N:9]2[CH2:14][CH2:13][N:12]([C:15]([O:17][C:18]([CH3:21])([CH3:20])[CH3:19])=[O:16])[CH2:11][CH2:10]2)=[O:8])[NH:5][CH:6]=1.[Cl:22][C:23]1[CH:28]=[C:27]([Cl:29])[CH:26]=[CH:25][C:24]=1B(O)O.C([O-])([O-])=O.[Na+].[Na+]. The catalyst is O1CCOCC1.O.C1C=CC([P]([Pd]([P](C2C=CC=CC=2)(C2C=CC=CC=2)C2C=CC=CC=2)([P](C2C=CC=CC=2)(C2C=CC=CC=2)C2C=CC=CC=2)[P](C2C=CC=CC=2)(C2C=CC=CC=2)C2C=CC=CC=2)(C2C=CC=CC=2)C2C=CC=CC=2)=CC=1. The product is [Cl:22][C:23]1[CH:28]=[C:27]([Cl:29])[CH:26]=[CH:25][C:24]=1[C:2]1[CH:3]=[C:4]([C:7]([N:9]2[CH2:14][CH2:13][N:12]([C:15]([O:17][C:18]([CH3:21])([CH3:20])[CH3:19])=[O:16])[CH2:11][CH2:10]2)=[O:8])[NH:5][CH:6]=1. The yield is 0.590. (8) The reactants are [CH2:1]([O:3][C@@H:4]([CH2:9][C:10]1[CH:15]=[CH:14][C:13]([C:16]2[S:20][C:19]([N:21]([CH3:30])[C:22]([NH:24][CH2:25][CH2:26][CH2:27][CH2:28][CH3:29])=[O:23])=[N:18][CH:17]=2)=[CH:12][CH:11]=1)[C:5]([O:7]C)=[O:6])[CH3:2].[OH-].[Li+]. No catalyst specified. The yield is 0.860. The product is [CH2:1]([O:3][C@@H:4]([CH2:9][C:10]1[CH:15]=[CH:14][C:13]([C:16]2[S:20][C:19]([N:21]([CH3:30])[C:22]([NH:24][CH2:25][CH2:26][CH2:27][CH2:28][CH3:29])=[O:23])=[N:18][CH:17]=2)=[CH:12][CH:11]=1)[C:5]([OH:7])=[O:6])[CH3:2].